Dataset: Catalyst prediction with 721,799 reactions and 888 catalyst types from USPTO. Task: Predict which catalyst facilitates the given reaction. Reactant: [I:1][C:2]1[C:10]2[C:5](=[N:6][CH:7]=[N:8][C:9]=2[NH2:11])[NH:4][N:3]=1.[H-].[Na+].Br[CH2:15][CH2:16][OH:17]. Product: [NH2:11][C:9]1[N:8]=[CH:7][N:6]=[C:5]2[N:4]([CH2:15][CH2:16][OH:17])[N:3]=[C:2]([I:1])[C:10]=12. The catalyst class is: 3.